Dataset: Reaction yield outcomes from USPTO patents with 853,638 reactions. Task: Predict the reaction yield, written as a fraction of the theoretical maximum amount of product (1.0 means a 100% yield; for example, 0.34 means a 34% yield). (1) The reactants are [C:1]([O:4][CH2:5][C:6]([NH:8][C:9]1[C:10]([NH:16][C:17]([CH3:24])([CH3:23])[CH2:18][O:19][C:20](=[O:22])[CH3:21])=[CH:11][C:12]([Br:15])=[N:13][CH:14]=1)=O)(=[O:3])[CH3:2]. The catalyst is C(O)(=O)C. The product is [C:1]([O:4][CH2:5][C:6]1[N:16]([C:17]([CH3:24])([CH3:23])[CH2:18][O:19][C:20](=[O:22])[CH3:21])[C:10]2[CH:11]=[C:12]([Br:15])[N:13]=[CH:14][C:9]=2[N:8]=1)(=[O:3])[CH3:2]. The yield is 0.760. (2) The reactants are Br.[NH2:2][CH2:3][CH2:4][C:5]1[CH:10]=[CH:9][NH:8][C:7](=[O:11])[CH:6]=1.[C:12]1(=O)[C:20]2[C:15](=[CH:16][CH:17]=[CH:18][CH:19]=2)[C:14](=[O:21])[O:13]1.CCN(C(C)C)C(C)C. The catalyst is C1(C)C(C)=CC=CC=1. The product is [O:11]=[C:7]1[CH:6]=[C:5]([CH2:4][CH2:3][N:2]2[C:12](=[O:13])[C:20]3[C:15](=[CH:16][CH:17]=[CH:18][CH:19]=3)[C:14]2=[O:21])[CH:10]=[CH:9][NH:8]1. The yield is 0.760. (3) The reactants are [Br:1][C:2]1[CH:7]=[CH:6][C:5]([CH:8]2[CH2:13][CH2:12][NH:11][CH2:10][CH2:9]2)=[CH:4][CH:3]=1.C(N(CC)CC)C.[C:21](O[C:21]([O:23][C:24]([CH3:27])([CH3:26])[CH3:25])=[O:22])([O:23][C:24]([CH3:27])([CH3:26])[CH3:25])=[O:22].O. The catalyst is CN(C1C=CN=CC=1)C.C(#N)C. The product is [C:24]([O:23][C:21]([N:11]1[CH2:10][CH2:9][CH:8]([C:5]2[CH:6]=[CH:7][C:2]([Br:1])=[CH:3][CH:4]=2)[CH2:13][CH2:12]1)=[O:22])([CH3:27])([CH3:26])[CH3:25]. The yield is 0.950. (4) The product is [Cl:1][C:20]1[CH:19]=[CH:18][CH:23]=[CH:22][C:21]=1[CH:17]=[CH:16][CH2:15][CH2:14][CH2:24][C:25]#[CH:26]. The reactants are [Cl:1]C1C=C(C=CC=1)CP(=O)([O-])[O-].[Li][CH2:14][CH2:15][CH2:16][CH3:17].[CH3:18][CH2:19][CH2:20][CH2:21][CH2:22][CH3:23].[CH:24](=O)[CH2:25][CH2:26]CC#C. The yield is 0.540. The catalyst is C1COCC1. (5) The reactants are [N+:1]([C:4]1[CH:12]=[C:11]2[C:7]([C:8]([C:13]#[N:14])=[CH:9][NH:10]2)=[CH:6][CH:5]=1)([O-])=O. The catalyst is CCO.[Pd]. The product is [NH2:1][C:4]1[CH:12]=[C:11]2[C:7]([C:8]([C:13]#[N:14])=[CH:9][NH:10]2)=[CH:6][CH:5]=1. The yield is 0.980. (6) The reactants are [Cl:1][C:2]1[CH:10]=[CH:9][C:5]([C:6]([NH2:8])=O)=[C:4]([O:11][CH:12]2[CH2:16][CH2:15][CH2:14][CH2:13]2)[N:3]=1.N1C=CC=CC=1.P(Cl)(Cl)(Cl)=O. The catalyst is C(#N)C. The product is [Cl:1][C:2]1[CH:10]=[CH:9][C:5]([C:6]#[N:8])=[C:4]([O:11][CH:12]2[CH2:13][CH2:14][CH2:15][CH2:16]2)[N:3]=1. The yield is 0.940. (7) The reactants are [CH:1]([C:4]1[C:8]([CH2:9][CH2:10][CH2:11][OH:12])=[CH:7][N:6]([C:13]2[CH:18]=[CH:17][C:16]([C:19]([F:22])([F:21])[F:20])=[CH:15][CH:14]=2)[N:5]=1)([CH3:3])[CH3:2].O[C:24]1[C:29]([O:30][CH3:31])=[CH:28][CH:27]=[CH:26][C:25]=1[CH2:32][C:33]([O:35]C)=[O:34].C(P(CCCC)CCCC)CCC.N(C(N1CCCCC1)=O)=NC(N1CCCCC1)=O. The catalyst is O1CCCC1. The product is [CH:1]([C:4]1[C:8]([CH2:9][CH2:10][CH2:11][O:12][C:24]2[C:29]([O:30][CH3:31])=[CH:28][CH:27]=[CH:26][C:25]=2[CH2:32][C:33]([OH:35])=[O:34])=[CH:7][N:6]([C:13]2[CH:14]=[CH:15][C:16]([C:19]([F:21])([F:22])[F:20])=[CH:17][CH:18]=2)[N:5]=1)([CH3:3])[CH3:2]. The yield is 0.960. (8) The reactants are [F:1][C:2]([C@H:5]1[CH2:10][CH2:9][C@H:8]([O:11][C:12]2[CH:13]=[C:14]3[C:19](=[CH:20][CH:21]=2)[CH:18]=[C:17]([C@:22]2([CH3:28])[CH2:26][O:25][C:24](=[O:27])[NH:23]2)[CH:16]=[CH:15]3)[CH2:7][CH2:6]1)([F:4])[CH3:3].C1C(=O)N([I:36])C(=O)C1.C(O)(C(F)(F)F)=O. The catalyst is CC#N. The product is [F:1][C:2]([C@H:5]1[CH2:6][CH2:7][C@H:8]([O:11][C:12]2[C:13]([I:36])=[C:14]3[C:19](=[CH:20][CH:21]=2)[CH:18]=[C:17]([C@:22]2([CH3:28])[CH2:26][O:25][C:24](=[O:27])[NH:23]2)[CH:16]=[CH:15]3)[CH2:9][CH2:10]1)([F:4])[CH3:3]. The yield is 0.900. (9) The reactants are [CH2:1]([C:3]1([C:9]([O:11]CC2C=CC=CC=2)=[O:10])[CH2:6][C:5]([F:8])([F:7])[CH2:4]1)[CH3:2].[OH-].[Na+]. The catalyst is C(O)C.O. The product is [CH2:1]([C:3]1([C:9]([OH:11])=[O:10])[CH2:4][C:5]([F:7])([F:8])[CH2:6]1)[CH3:2]. The yield is 0.387.